Dataset: Experimentally validated miRNA-target interactions with 360,000+ pairs, plus equal number of negative samples. Task: Binary Classification. Given a miRNA mature sequence and a target amino acid sequence, predict their likelihood of interaction. (1) The miRNA is hsa-miR-6857-5p with sequence UUGGGGAUUGGGUCAGGCCAGU. The protein sequence of the target gene is MTSALTQGLERIPDQLGYLVLSEGAVLASSGDLENDEQAASAISELVSTACGFRLHRGMNVPFKRLSVVFGEHTLLVTVSGQRVFVVKRQNRGREPIDV. Result: 0 (no interaction). (2) The miRNA is hsa-miR-24-3p with sequence UGGCUCAGUUCAGCAGGAACAG. The protein sequence of the target gene is MADRAALEELVRLQGAHVRGLKEQKASAEQIEEEVTKLLKLKAQLGQDEGKQKFVLKTPKGTRDYSPRQMAVREKVFDVIIRCFKRHGAEVIDTPVFELKETLTGKYGEDSKLIYDLKDQGGELLSLRYDLTVPFARYLAMNKLTNIKRYHIAKVYRRDNPAMTRGRYREFYQCDFDIAGQFDPMIPDAECLKIMCEILSSLQIGNFLVKVNDRRILDGMFAVCGVPDSKFRTICSSVDKLDKVSWEEVKNEMVGEKGLAPEVADRIGDYVQQHGGVSLVEQLLQDPKLSQNKQAVEGLG.... Result: 0 (no interaction).